Task: Predict the product of the given reaction.. Dataset: Forward reaction prediction with 1.9M reactions from USPTO patents (1976-2016) (1) Given the reactants [F-].C([N+](CCCC)(CCCC)CCCC)CCC.[CH2:19]([O:23][C:24]1[CH2:28][CH:27]([CH2:29][C:30]2[CH:35]=[CH:34][CH:33]=[C:32]([CH2:36][CH2:37][O:38][Si](C(C)C)(C(C)C)C(C)C)[CH:31]=2)[C:26](=[O:49])[CH:25]=1)[CH:20]([CH3:22])[CH3:21], predict the reaction product. The product is: [OH:38][CH2:37][CH2:36][C:32]1[CH:31]=[C:30]([CH:35]=[CH:34][CH:33]=1)[CH2:29][CH:27]1[C:26](=[O:49])[CH:25]=[C:24]([O:23][CH2:19][CH:20]([CH3:22])[CH3:21])[CH2:28]1. (2) Given the reactants [ClH:1].[C:2]([C:6]1[CH:11]=[CH:10][N:9]=[CH:8][CH:7]=1)([CH3:5])([CH3:4])[CH3:3], predict the reaction product. The product is: [ClH:1].[C:2]([CH:6]1[CH2:11][CH2:10][NH:9][CH2:8][CH2:7]1)([CH3:5])([CH3:4])[CH3:3].